Dataset: Catalyst prediction with 721,799 reactions and 888 catalyst types from USPTO. Task: Predict which catalyst facilitates the given reaction. (1) Reactant: CS(O[CH:6]1[CH2:11][CH2:10][N:9]([C:12]([O:14][C:15]([CH3:18])([CH3:17])[CH3:16])=[O:13])[CH2:8][CH2:7]1)(=O)=O.C1CCN2C(=NCCC2)CC1. Product: [N:9]1([C:12]([O:14][C:15]([CH3:18])([CH3:17])[CH3:16])=[O:13])[CH2:8][CH:7]=[CH:6][CH2:11][CH2:10]1. The catalyst class is: 1. (2) Reactant: [C:1]([C@H:4]1[CH2:9][CH2:8][C@H:7]([CH2:10][N:11]2[CH2:19][C:18]3[C:13](=[C:14]([F:21])[C:15]([OH:20])=[CH:16][CH:17]=3)[C:12]2=[O:22])[CH2:6][CH2:5]1)(=O)[CH3:2].C(O)(=O)C.N.[BH3-]C#[N:30].[Na+]. Product: [NH2:30][CH:1]([C@H:4]1[CH2:9][CH2:8][C@H:7]([CH2:10][N:11]2[CH2:19][C:18]3[C:13](=[C:14]([F:21])[C:15]([OH:20])=[CH:16][CH:17]=3)[C:12]2=[O:22])[CH2:6][CH2:5]1)[CH3:2]. The catalyst class is: 5.